From a dataset of Catalyst prediction with 721,799 reactions and 888 catalyst types from USPTO. Predict which catalyst facilitates the given reaction. (1) Reactant: [Cl:1][C:2]1[CH:7]=[CH:6][C:5]([O:8][CH2:9][CH2:10][NH2:11])=[CH:4][CH:3]=1.C1([O:18][C:19]([O:21][CH2:22][C:23]([O:25][CH2:26][CH3:27])=[O:24])=O)C=CC=CC=1. Product: [Cl:1][C:2]1[CH:3]=[CH:4][C:5]([O:8][CH2:9][CH2:10][NH:11][C:19]([O:21][CH2:22][C:23]([O:25][CH2:26][CH3:27])=[O:24])=[O:18])=[CH:6][CH:7]=1. The catalyst class is: 11. (2) Product: [O:18]=[C:13]1[CH2:12][CH2:11][C@H:10]2[C@H:15]([CH2:16][CH2:17][N:8]([C:27]([O:29][C:30]([CH3:31])([CH3:32])[CH3:33])=[O:28])[CH2:9]2)[CH2:14]1. Reactant: C([N:8]1[CH2:17][CH2:16][C@H:15]2[C@H:10]([CH2:11][CH2:12][C:13](=[O:18])[CH2:14]2)[CH2:9]1)C1C=CC=CC=1.[C:27](O[C:27]([O:29][C:30]([CH3:33])([CH3:32])[CH3:31])=[O:28])([O:29][C:30]([CH3:33])([CH3:32])[CH3:31])=[O:28]. The catalyst class is: 45. (3) Reactant: [C:1]([C:4]1[CH:13]=[CH:12][C:7]([C:8]([O:10][CH3:11])=[O:9])=[CH:6][N:5]=1)(=[O:3])[CH3:2].[BH4-].[Na+]. Product: [OH:3][CH:1]([C:4]1[CH:13]=[CH:12][C:7]([C:8]([O:10][CH3:11])=[O:9])=[CH:6][N:5]=1)[CH3:2]. The catalyst class is: 5. (4) Reactant: C(Cl)(=O)C.[Si]([O:12][CH2:13][C:14]1[CH:15]=[N:16][CH:17]=[C:18]([P:20]([CH3:23])([CH3:22])=[O:21])[CH:19]=1)(C(C)(C)C)(C)C. The catalyst class is: 5. Product: [CH3:23][P:20]([C:18]1[CH:19]=[C:14]([CH2:13][OH:12])[CH:15]=[N:16][CH:17]=1)([CH3:22])=[O:21]. (5) Reactant: [Cl:1][C:2]1[C:3]([C:8]([OH:10])=O)=[N:4][CH:5]=[CH:6][N:7]=1.CN(C(ON1N=NC2C=CC=CC1=2)=[N+](C)C)C.[B-](F)(F)(F)F.C(N(C(C)C)CC)(C)C.Cl.[CH:43]1[C:52]2[C:47](=[CH:48][CH:49]=[CH:50][CH:51]=2)[CH:46]=[CH:45][C:44]=1[CH2:53][CH2:54][O:55][CH2:56][C:57]([NH2:59])=[NH:58]. Product: [NH:58]=[C:57]([NH:59][C:8]([C:3]1[C:2]([Cl:1])=[N:7][CH:6]=[CH:5][N:4]=1)=[O:10])[CH2:56][O:55][CH2:54][CH2:53][C:44]1[CH:45]=[CH:46][C:47]2[C:52](=[CH:51][CH:50]=[CH:49][CH:48]=2)[CH:43]=1. The catalyst class is: 174.